This data is from Full USPTO retrosynthesis dataset with 1.9M reactions from patents (1976-2016). The task is: Predict the reactants needed to synthesize the given product. (1) Given the product [CH2:1]([O:8][C:9]([CH3:13])([CH3:12])[CH:10]=[O:11])[C:2]1[CH:7]=[CH:6][CH:5]=[CH:4][CH:3]=1, predict the reactants needed to synthesize it. The reactants are: [CH2:1]([O:8][C:9]([CH3:13])([CH3:12])[CH2:10][OH:11])[C:2]1[CH:7]=[CH:6][CH:5]=[CH:4][CH:3]=1.C1C=C[NH+]=CC=1.[O-][Cr](Cl)(=O)=O. (2) Given the product [NH2:1][C:2]1[C:11]([C:12]([Cl:24])=[O:14])=[C:5]2[N:6]=[CH:7][C:8]([F:10])=[CH:9][N:4]2[N:3]=1, predict the reactants needed to synthesize it. The reactants are: [NH2:1][C:2]1[C:11]([C:12]([OH:14])=O)=[C:5]2[N:6]=[CH:7][C:8]([F:10])=[CH:9][N:4]2[N:3]=1.C(N(CC)CC)C.S(Cl)([Cl:24])=O.